This data is from Catalyst prediction with 721,799 reactions and 888 catalyst types from USPTO. The task is: Predict which catalyst facilitates the given reaction. (1) Reactant: [F:1][CH:2]([F:15])[CH2:3][O:4][C:5]1[C:13]([CH3:14])=[CH:12][C:8]([C:9]([OH:11])=[O:10])=[CH:7][N:6]=1.[C:16](=O)([O-])[O-].[K+].[K+].IC. Product: [F:15][CH:2]([F:1])[CH2:3][O:4][C:5]1[C:13]([CH3:14])=[CH:12][C:8]([C:9]([O:11][CH3:16])=[O:10])=[CH:7][N:6]=1. The catalyst class is: 3. (2) Reactant: [NH2:1][C:2]1[CH:3]=[N:4][CH:5]=[CH:6][C:7]=1[NH2:8].[C:9]([O:13][C:14](O[C:14]([O:13][C:9]([CH3:12])([CH3:11])[CH3:10])=[O:15])=[O:15])([CH3:12])([CH3:11])[CH3:10].Cl. Product: [NH2:1][C:2]1[CH:3]=[N:4][CH:5]=[CH:6][C:7]=1[NH:8][C:14](=[O:15])[O:13][C:9]([CH3:12])([CH3:11])[CH3:10]. The catalyst class is: 2. (3) Reactant: [Si]([O:18][CH:19]1[C:29]2[C:24](=[N:25][CH:26]=[C:27]([Cl:30])[CH:28]=2)[CH:23]=[CH:22][C:21]2[CH:31]=[N:32][C:33]([CH:35]([F:37])[CH3:36])=[CH:34][C:20]1=2)(C(C)(C)C)(C1C=CC=CC=1)C1C=CC=CC=1.CCCC[N+](CCCC)(CCCC)CCCC.[F-]. Product: [Cl:30][C:27]1[CH:28]=[C:29]2[CH:19]([OH:18])[C:20]3[CH:34]=[C:33]([CH:35]([F:37])[CH3:36])[N:32]=[CH:31][C:21]=3[CH:22]=[CH:23][C:24]2=[N:25][CH:26]=1. The catalyst class is: 1.